Regression/Classification. Given a drug SMILES string, predict its toxicity properties. Task type varies by dataset: regression for continuous values (e.g., LD50, hERG inhibition percentage) or binary classification for toxic/non-toxic outcomes (e.g., AMES mutagenicity, cardiotoxicity, hepatotoxicity). Dataset: ames. From a dataset of Ames mutagenicity test results for genotoxicity prediction. The molecule is OCCNc1ccc(N=Nc2ccc(N(CCO)CCO)cc2)cc1. The result is 0 (non-mutagenic).